Predict the product of the given reaction. From a dataset of Forward reaction prediction with 1.9M reactions from USPTO patents (1976-2016). (1) Given the reactants [CH3:1][O:2][C:3]1[CH:8]=[CH:7][C:6]([C:9](=[N:17][OH:18])[CH2:10][C:11]2[CH:16]=[CH:15][CH:14]=[CH:13][CH:12]=2)=[CH:5][CH:4]=1.[Li]CCCC.[F:24][C:25]([F:32])([F:31])[C:26](OCC)=[O:27], predict the reaction product. The product is: [CH3:1][O:2][C:3]1[CH:4]=[CH:5][C:6]([C:9]2[CH:10]([C:11]3[CH:12]=[CH:13][CH:14]=[CH:15][CH:16]=3)[C:26]([C:25]([F:32])([F:31])[F:24])([OH:27])[O:18][N:17]=2)=[CH:7][CH:8]=1. (2) Given the reactants [C:1]([C:4]12[CH2:11][CH2:10][C:7]([NH:12][CH2:13][C:14]([N:16]3[CH2:20][C@@H:19]([F:21])[CH2:18][C@H:17]3[C:22]#[N:23])=[O:15])([CH2:8][CH2:9]1)[CH2:6][CH2:5]2)([OH:3])=O.[F:24][C:25]([F:35])([F:34])[C:26]1[CH:33]=[CH:32][C:29]([CH2:30][NH2:31])=[CH:28][CH:27]=1, predict the reaction product. The product is: [F:21][C@@H:19]1[CH2:20][N:16]([C:14](=[O:15])[CH2:13][NH:12][C:7]23[CH2:10][CH2:11][C:4]([C:1]([NH:31][CH2:30][C:29]4[CH:28]=[CH:27][C:26]([C:25]([F:24])([F:34])[F:35])=[CH:33][CH:32]=4)=[O:3])([CH2:9][CH2:8]2)[CH2:5][CH2:6]3)[C@H:17]([C:22]#[N:23])[CH2:18]1. (3) Given the reactants [C:1]([C:3]1[CH:4]=[C:5]([CH:10]=[CH:11][C:12]=1[OH:13])[C:6]([O:8][CH3:9])=[O:7])#[N:2].C(N(CC)CC)C.[F:21][C:22]([F:35])([F:34])[S:23](O[S:23]([C:22]([F:35])([F:34])[F:21])(=[O:25])=[O:24])(=[O:25])=[O:24], predict the reaction product. The product is: [C:1]([C:3]1[CH:4]=[C:5]([CH:10]=[CH:11][C:12]=1[O:13][S:23]([C:22]([F:35])([F:34])[F:21])(=[O:25])=[O:24])[C:6]([O:8][CH3:9])=[O:7])#[N:2]. (4) Given the reactants OC1C=CC(C2C=C(C3C=C4C(=O)NCCN4N=3)C=CN=2)=CC=1.Cl.Cl.[NH2:26][CH2:27][CH2:28][N:29]1[C:33]([C:34](OCC)=[O:35])=[CH:32][C:31]([C:39]2[CH:44]=[CH:43][N:42]=[C:41]([C:45]3[CH:50]=[CH:49][CH:48]=[C:47]([O:51][CH2:52][C:53]4[CH:58]=[CH:57][CH:56]=[CH:55][CH:54]=4)[CH:46]=3)[CH:40]=2)=[N:30]1, predict the reaction product. The product is: [CH2:52]([O:51][C:47]1[CH:46]=[C:45]([C:41]2[CH:40]=[C:39]([C:31]3[CH:32]=[C:33]4[C:34](=[O:35])[NH:26][CH2:27][CH2:28][N:29]4[N:30]=3)[CH:44]=[CH:43][N:42]=2)[CH:50]=[CH:49][CH:48]=1)[C:53]1[CH:54]=[CH:55][CH:56]=[CH:57][CH:58]=1. (5) Given the reactants [Cl:1][C:2]1[CH:3]=[C:4]([C:8]2[C:17]3[C:12]4=[C:13]([CH2:28][CH2:29][N:11]4[C:10](=[O:30])[CH:9]=2)[CH:14]=[C:15]([CH:18]([C:21]2[CH:26]=[CH:25][C:24]([I:27])=[CH:23][CH:22]=2)[C:19]#N)[CH:16]=3)[CH:5]=[CH:6][CH:7]=1.S(=O)(=O)(O)[OH:32].[OH2:36], predict the reaction product. The product is: [Cl:1][C:2]1[CH:3]=[C:4]([C:8]2[C:17]3[C:12]4=[C:13]([CH2:28][CH2:29][N:11]4[C:10](=[O:30])[CH:9]=2)[CH:14]=[C:15]([CH:18]([C:21]2[CH:22]=[CH:23][C:24]([I:27])=[CH:25][CH:26]=2)[C:19]([OH:32])=[O:36])[CH:16]=3)[CH:5]=[CH:6][CH:7]=1. (6) Given the reactants [NH2:1][C:2]1[S:3][CH:4]=[C:5]([CH2:7][C:8]([O:10][CH2:11][CH3:12])=[O:9])[N:6]=1.[Br:13][C:14]1[CH:18]=[C:17]([Cl:19])[S:16][C:15]=1[S:20](Cl)(=[O:22])=[O:21], predict the reaction product. The product is: [Br:13][C:14]1[CH:18]=[C:17]([Cl:19])[S:16][C:15]=1[S:20]([NH:1][C:2]1[S:3][CH:4]=[C:5]([CH2:7][C:8]([O:10][CH2:11][CH3:12])=[O:9])[N:6]=1)(=[O:22])=[O:21]. (7) Given the reactants Br[C:2]1[CH:7]=[CH:6][C:5]([C:8]([N:10]2[CH2:15][CH2:14][N:13]([CH3:16])[CH2:12][CH2:11]2)=[O:9])=[C:4]([NH:17][CH3:18])[CH:3]=1.[B:19]1([B:19]2[O:23][C:22]([CH3:25])([CH3:24])[C:21]([CH3:27])([CH3:26])[O:20]2)[O:23][C:22]([CH3:25])([CH3:24])[C:21]([CH3:27])([CH3:26])[O:20]1.CC([O-])=O.[K+], predict the reaction product. The product is: [CH3:18][NH:17][C:4]1[CH:3]=[C:2]([B:19]2[O:23][C:22]([CH3:25])([CH3:24])[C:21]([CH3:27])([CH3:26])[O:20]2)[CH:7]=[CH:6][C:5]=1[C:8]([N:10]1[CH2:15][CH2:14][N:13]([CH3:16])[CH2:12][CH2:11]1)=[O:9].